The task is: Predict the reactants needed to synthesize the given product.. This data is from Full USPTO retrosynthesis dataset with 1.9M reactions from patents (1976-2016). (1) Given the product [CH:1]([NH:4][C:5]1[C:6]([NH2:12])=[CH:7][CH:8]=[C:9]([CH3:11])[CH:10]=1)([CH3:3])[CH3:2], predict the reactants needed to synthesize it. The reactants are: [CH:1]([NH:4][C:5]1[CH:10]=[C:9]([CH3:11])[CH:8]=[CH:7][C:6]=1[N+:12]([O-])=O)([CH3:3])[CH3:2].Cl[Sn]Cl.Cl. (2) Given the product [C:1]([N:4]1[C:12]2[C:7](=[CH:8][CH:9]=[CH:10][CH:11]=2)[C:6](=[C:13]([Cl:23])[C:14]2[CH:19]=[CH:18][CH:17]=[CH:16][CH:15]=2)[C:5]1=[O:21])(=[O:3])[CH3:2], predict the reactants needed to synthesize it. The reactants are: [C:1]([N:4]1[C:12]2[C:7](=[CH:8][CH:9]=[CH:10][CH:11]=2)[C:6](=[C:13](O)[C:14]2[CH:19]=[CH:18][CH:17]=[CH:16][CH:15]=2)[C:5]1=[O:21])(=[O:3])[CH3:2].P(Cl)(Cl)(Cl)(Cl)[Cl:23]. (3) Given the product [NH2:1][C:4]1[CH:5]=[C:6]2[C:10](=[CH:11][CH:12]=1)[NH:9][C:8](=[O:13])[CH2:7]2, predict the reactants needed to synthesize it. The reactants are: [N+:1]([C:4]1[CH:5]=[C:6]2[C:10](=[CH:11][CH:12]=1)[NH:9][C:8](=[O:13])[CH2:7]2)([O-])=O. (4) Given the product [NH2:1][C:2]1[N:6]([CH3:7])[C:5](=[O:8])[C:4]([C:9]2[CH:14]=[CH:13][C:12]([O:15][CH:16]([F:18])[F:17])=[C:11]([CH2:19][CH3:20])[CH:10]=2)([C:21]2[CH:26]=[CH:25][C:24]([F:27])=[C:23]([C:38]#[C:37][CH:34]([CH3:36])[CH3:35])[CH:22]=2)[N:3]=1, predict the reactants needed to synthesize it. The reactants are: [NH2:1][C:2]1[N:6]([CH3:7])[C:5](=[O:8])[C:4]([C:21]2[CH:26]=[CH:25][C:24]([F:27])=[C:23](Br)[CH:22]=2)([C:9]2[CH:14]=[CH:13][C:12]([O:15][CH:16]([F:18])[F:17])=[C:11]([CH2:19][CH3:20])[CH:10]=2)[N:3]=1.N1CCCC1.[CH:34]([C:37]#[CH:38])([CH3:36])[CH3:35].